Dataset: Merck oncology drug combination screen with 23,052 pairs across 39 cell lines. Task: Regression. Given two drug SMILES strings and cell line genomic features, predict the synergy score measuring deviation from expected non-interaction effect. Drug 1: O=C(CCCCCCC(=O)Nc1ccccc1)NO. Drug 2: CCc1c2c(nc3ccc(O)cc13)-c1cc3c(c(=O)n1C2)COC(=O)C3(O)CC. Cell line: VCAP. Synergy scores: synergy=29.0.